This data is from Reaction yield outcomes from USPTO patents with 853,638 reactions. The task is: Predict the reaction yield, written as a fraction of the theoretical maximum amount of product (1.0 means a 100% yield; for example, 0.34 means a 34% yield). (1) The yield is 0.900. The product is [C:1]([O:5][C:6](=[O:7])[NH:8][CH:9]([C:10](=[O:12])[NH:27][CH:21]1[CH2:26][CH2:25][CH2:24][CH2:23][CH2:22]1)[C:13]1[CH:18]=[C:17]([F:19])[CH:16]=[CH:15][C:14]=1[F:20])([CH3:2])([CH3:3])[CH3:4]. The reactants are [C:1]([O:5][C:6]([NH:8][CH:9]([C:13]1[CH:18]=[C:17]([F:19])[CH:16]=[CH:15][C:14]=1[F:20])[C:10]([OH:12])=O)=[O:7])([CH3:4])([CH3:3])[CH3:2].[CH:21]1([NH2:27])[CH2:26][CH2:25][CH2:24][CH2:23][CH2:22]1. No catalyst specified. (2) The reactants are [F:1][C:2]1[C:7]([O:8][CH3:9])=[CH:6][CH:5]=[CH:4][C:3]=1[C:10]1[N:14]([S:15]([C:18]2[CH:19]=[N:20][CH:21]=[CH:22][CH:23]=2)(=[O:17])=[O:16])[CH:13]=[C:12]([CH2:24][N:25](C)[C:26](=O)[O:27][C:28]([CH3:31])(C)C)[CH:11]=1.[C:34]([O:37]CC)(=[O:36])[CH3:35].Cl.C[OH:42]. No catalyst specified. The product is [C:28]([OH:42])(=[O:27])/[CH:31]=[CH:35]/[C:34]([OH:37])=[O:36].[F:1][C:2]1[C:7]([O:8][CH3:9])=[CH:6][CH:5]=[CH:4][C:3]=1[C:10]1[N:14]([S:15]([C:18]2[CH:19]=[N:20][CH:21]=[CH:22][CH:23]=2)(=[O:17])=[O:16])[CH:13]=[C:12]([CH2:24][NH:25][CH3:26])[CH:11]=1. The yield is 0.630.